This data is from Forward reaction prediction with 1.9M reactions from USPTO patents (1976-2016). The task is: Predict the product of the given reaction. (1) Given the reactants [Cl-].[Al+3].[Cl-].[Cl-].[I-].[Na+].[OH:7][C:8]1[C:15]([O:16]C)=[CH:14][C:11]([C:12]#[N:13])=[C:10]([C:18](=[C:20]([CH3:22])[CH3:21])[CH3:19])[C:9]=1[C:23]#[N:24].CC(C)=C(B(O)O)C.Cl.S([O-])([O-])=O.[Na+].[Na+], predict the reaction product. The product is: [OH:7][C:8]1[C:15]([OH:16])=[CH:14][C:11]([C:12]#[N:13])=[C:10]([C:18](=[C:20]([CH3:21])[CH3:22])[CH3:19])[C:9]=1[C:23]#[N:24]. (2) Given the reactants [Cl:1][C:2]1[CH:7]=[CH:6][CH:5]=[CH:4][C:3]=1[N:8]1[CH2:17][CH2:16][C:15]2[C:10](=[CH:11][CH:12]=[C:13]([OH:18])[CH:14]=2)[C:9]1=[O:19].N1C=CC=CC=1.[F:26][C:27]([F:40])([F:39])[S:28](O[S:28]([C:27]([F:40])([F:39])[F:26])(=[O:30])=[O:29])(=[O:30])=[O:29], predict the reaction product. The product is: [F:26][C:27]([F:40])([F:39])[S:28]([O:18][C:13]1[CH:14]=[C:15]2[C:10](=[CH:11][CH:12]=1)[C:9](=[O:19])[N:8]([C:3]1[CH:4]=[CH:5][CH:6]=[CH:7][C:2]=1[Cl:1])[CH2:17][CH2:16]2)(=[O:30])=[O:29]. (3) Given the reactants Cl[C:2]1[N:3]=[C:4]([N:18]2[CH2:23][CH2:22][O:21][CH2:20][CH2:19]2)[C:5]2[N:11]=[C:10]([C:12]([O:14][CH3:15])=[O:13])[CH:9]=[C:8]([S:16][CH3:17])[C:6]=2[N:7]=1.[NH:24]1[CH:28]=[CH:27][N:26]=[CH:25]1.C(=O)([O-])[O-].[K+].[K+].[NH4+].[Cl-], predict the reaction product. The product is: [N:24]1([C:2]2[N:3]=[C:4]([N:18]3[CH2:23][CH2:22][O:21][CH2:20][CH2:19]3)[C:5]3[N:11]=[C:10]([C:12]([O:14][CH3:15])=[O:13])[CH:9]=[C:8]([S:16][CH3:17])[C:6]=3[N:7]=2)[CH:28]=[CH:27][N:26]=[CH:25]1. (4) Given the reactants [C:1]([O:5][C:6]([N:8]1[CH2:16][C:15]2[C:10](=[CH:11][C:12]([C:18]3[CH2:19][CH2:20][O:21][CH2:22][CH:23]=3)=[C:13](Cl)[CH:14]=2)[CH2:9]1)=[O:7])([CH3:4])([CH3:3])[CH3:2].[CH:24]([Sn](CCCC)(CCCC)CCCC)=[CH2:25], predict the reaction product. The product is: [C:1]([O:5][C:6]([N:8]1[CH2:9][C:10]2[C:15](=[CH:14][C:13]([CH:24]=[CH2:25])=[C:12]([C:18]3[CH2:19][CH2:20][O:21][CH2:22][CH:23]=3)[CH:11]=2)[CH2:16]1)=[O:7])([CH3:4])([CH3:3])[CH3:2]. (5) The product is: [CH2:35]([N:24]([CH2:17][C:18]1[CH:23]=[CH:22][CH:21]=[CH:20][CH:19]=1)[C:25]1[CH:32]=[C:31]([F:33])[C:28](/[CH:29]=[CH:9]/[C:10]([O:12][CH2:13][CH3:14])=[O:11])=[C:27]([F:34])[CH:26]=1)[C:36]1[CH:37]=[CH:38][CH:39]=[CH:40][CH:41]=1. Given the reactants C(OP([CH2:9][C:10]([O:12][CH2:13][CH3:14])=[O:11])(OCC)=O)C.[H-].[Na+].[CH2:17]([N:24]([CH2:35][C:36]1[CH:41]=[CH:40][CH:39]=[CH:38][CH:37]=1)[C:25]1[CH:32]=[C:31]([F:33])[C:28]([CH:29]=O)=[C:27]([F:34])[CH:26]=1)[C:18]1[CH:23]=[CH:22][CH:21]=[CH:20][CH:19]=1.O, predict the reaction product. (6) The product is: [N:9]1[CH:14]=[CH:13][CH:12]=[CH:11][C:10]=1[C:15](=[O:16])[CH2:1][C:2](=[O:3])[CH3:4]. Given the reactants [CH3:1][C:2]([CH3:4])=[O:3].[O-]CC.[Na+].[N:9]1[CH:14]=[CH:13][CH:12]=[CH:11][C:10]=1[C:15](OCC)=[O:16], predict the reaction product. (7) Given the reactants [NH2:1][C@H:2]1[C:11]2[C:6](=[CH:7][CH:8]=[C:9]([N:12]3[CH2:17][CH2:16][O:15][CH2:14][CH2:13]3)[CH:10]=2)[N:5]([C:18](=[O:20])[CH3:19])[C@@H:4]([CH3:21])[C@@H:3]1[CH3:22].Br[C:24]1[CH:33]=[CH:32][C:27]([C:28]([NH:30][CH3:31])=[O:29])=[CH:26][CH:25]=1.CC(C)([O-])C.[Na+].CN(C1C(C2C(P(C3CCCCC3)C3CCCCC3)=CC=CC=2)=CC=CC=1)C, predict the reaction product. The product is: [C:18]([N:5]1[C:6]2[C:11](=[CH:10][C:9]([N:12]3[CH2:13][CH2:14][O:15][CH2:16][CH2:17]3)=[CH:8][CH:7]=2)[C@H:2]([NH:1][C:24]2[CH:33]=[CH:32][C:27]([C:28]([NH:30][CH3:31])=[O:29])=[CH:26][CH:25]=2)[C@@H:3]([CH3:22])[C@@H:4]1[CH3:21])(=[O:20])[CH3:19]. (8) Given the reactants [F:1][C:2]([C:5]1[O:9][C:8]([CH2:10][N:11]2[N:15]=[C:14]([NH2:16])[CH:13]=[N:12]2)=[CH:7][CH:6]=1)([F:4])[CH3:3].[F:17][C:18]1[CH:19]=[C:20]([C:25]2[O:29][C:28]([CH3:30])=[N:27][C:26]=2[C:31](O)=[O:32])[CH:21]=[C:22]([F:24])[CH:23]=1, predict the reaction product. The product is: [F:4][C:2]([C:5]1[O:9][C:8]([CH2:10][N:11]2[N:15]=[C:14]([NH:16][C:31]([C:26]3[N:27]=[C:28]([CH3:30])[O:29][C:25]=3[C:20]3[CH:21]=[C:22]([F:24])[CH:23]=[C:18]([F:17])[CH:19]=3)=[O:32])[CH:13]=[N:12]2)=[CH:7][CH:6]=1)([F:1])[CH3:3]. (9) Given the reactants [Cl:1][CH2:2][C:3]1[CH:8]=[CH:7][C:6]([C:9]2[N:13]=[N:12][NH:11][C:10]=2[C:14]#[N:15])=[CH:5][CH:4]=1.[C:16]1([P:22]([C:29]2[CH:34]=[CH:33][CH:32]=[CH:31][CH:30]=2)[C:23]2[CH:28]=[CH:27][CH:26]=[CH:25][CH:24]=2)[CH:21]=[CH:20][CH:19]=[CH:18][CH:17]=1, predict the reaction product. The product is: [Cl-:1].[C:14]([C:10]1[NH:11][N:12]=[N:13][C:9]=1[C:6]1[CH:7]=[CH:8][C:3]([CH2:2][P+:22]([C:23]2[CH:24]=[CH:25][CH:26]=[CH:27][CH:28]=2)([C:29]2[CH:34]=[CH:33][CH:32]=[CH:31][CH:30]=2)[C:16]2[CH:17]=[CH:18][CH:19]=[CH:20][CH:21]=2)=[CH:4][CH:5]=1)#[N:15].